Predict the reactants needed to synthesize the given product. From a dataset of Retrosynthesis with 50K atom-mapped reactions and 10 reaction types from USPTO. (1) Given the product Cc1ncc(C(=O)O)cc1F, predict the reactants needed to synthesize it. The reactants are: COC(=O)c1cnc(C)c(F)c1. (2) Given the product CCOC(CNCCC(c1ccccc1)c1ccccc1)OCC, predict the reactants needed to synthesize it. The reactants are: BrCCC(c1ccccc1)c1ccccc1.CCOC(CN)OCC.